Regression. Given two drug SMILES strings and cell line genomic features, predict the synergy score measuring deviation from expected non-interaction effect. From a dataset of NCI-60 drug combinations with 297,098 pairs across 59 cell lines. Drug 2: C1=CN(C=N1)CC(O)(P(=O)(O)O)P(=O)(O)O. Cell line: HT29. Drug 1: CNC(=O)C1=NC=CC(=C1)OC2=CC=C(C=C2)NC(=O)NC3=CC(=C(C=C3)Cl)C(F)(F)F. Synergy scores: CSS=7.41, Synergy_ZIP=-2.07, Synergy_Bliss=-2.25, Synergy_Loewe=-3.67, Synergy_HSA=-5.93.